Dataset: Reaction yield outcomes from USPTO patents with 853,638 reactions. Task: Predict the reaction yield, written as a fraction of the theoretical maximum amount of product (1.0 means a 100% yield; for example, 0.34 means a 34% yield). (1) The reactants are [C:1]([CH2:3][C:4]1[C:12]2[C:7](=[CH:8][CH:9]=[CH:10][CH:11]=2)[NH:6][CH:5]=1)#[N:2].[C:13](O[C:13]([O:15][C:16]([CH3:19])([CH3:18])[CH3:17])=[O:14])([O:15][C:16]([CH3:19])([CH3:18])[CH3:17])=[O:14]. The catalyst is CN(C1C=CN=CC=1)C.ClCCl. The product is [C:1]([CH2:3][C:4]1[C:12]2[C:7](=[CH:8][CH:9]=[CH:10][CH:11]=2)[N:6]([C:13]([O:15][C:16]([CH3:19])([CH3:18])[CH3:17])=[O:14])[CH:5]=1)#[N:2]. The yield is 0.930. (2) The reactants are [CH3:1][O:2][C:3]([C:5]1[CH:6]=[CH:7][C:8]2[CH:12]=[C:11]([C:13]([CH2:24][CH3:25])([C:16]3[CH:21]=[CH:20][C:19]([OH:22])=[C:18]([CH3:23])[CH:17]=3)[CH2:14][CH3:15])[S:10][C:9]=2[CH:26]=1)=[O:4].Br[CH2:28][C:29](=[O:34])[C:30]([CH3:33])([CH3:32])[CH3:31].C([O-])([O-])=O.[K+].[K+]. The catalyst is CC(C)=O. The product is [CH3:1][O:2][C:3]([C:5]1[CH:6]=[CH:7][C:8]2[CH:12]=[C:11]([C:13]([C:16]3[CH:21]=[CH:20][C:19]([O:22][CH2:28][C:29](=[O:34])[C:30]([CH3:33])([CH3:32])[CH3:31])=[C:18]([CH3:23])[CH:17]=3)([CH2:24][CH3:25])[CH2:14][CH3:15])[S:10][C:9]=2[CH:26]=1)=[O:4]. The yield is 0.880. (3) The reactants are [H-].[Na+].[CH:3]1([CH2:7][OH:8])[CH2:6][CH2:5][CH2:4]1.Cl[CH2:10][C:11]([O-:13])=[O:12].[Na+]. The catalyst is C1COCC1.CS(C)=O.O. The product is [CH:3]1([CH2:7][O:8][CH2:10][C:11]([OH:13])=[O:12])[CH2:6][CH2:5][CH2:4]1. The yield is 0.830. (4) The reactants are Cl[C:2]1[N:7]=[C:6](Cl)[C:5]([F:9])=[CH:4][N:3]=1.[N+:10]([C:13]1[CH:14]=[C:15]([CH:17]=[CH:18][CH:19]=1)[NH2:16])([O-:12])=[O:11]. The catalyst is CO.O. The product is [N+:10]([C:13]1[CH:14]=[C:15]([NH:16][C:2]2[N:7]=[C:6]([NH:16][C:15]3[CH:17]=[CH:18][CH:19]=[C:13]([N+:10]([O-:12])=[O:11])[CH:14]=3)[C:5]([F:9])=[CH:4][N:3]=2)[CH:17]=[CH:18][CH:19]=1)([O-:12])=[O:11]. The yield is 0.760. (5) The reactants are Cl[C:2]1[N:7]2[N:8]=[CH:9][C:10]([C:11]([O:13][CH2:14][CH3:15])=[O:12])=[C:6]2[N:5]=[CH:4][C:3]=1[C:16]([N:18]1[CH2:23][CH2:22][CH:21]([C:24]2[CH:29]=[CH:28][CH:27]=[CH:26][CH:25]=2)[CH2:20][CH2:19]1)=[O:17].[NH2:30][C:31]1[CH:32]=[C:33]2[C:37](=[CH:38][CH:39]=1)[NH:36][CH:35]=[CH:34]2. No catalyst specified. The product is [CH2:14]([O:13][C:11]([C:10]1[CH:9]=[N:8][N:7]2[C:2]([NH:30][C:31]3[CH:32]=[C:33]4[C:37](=[CH:38][CH:39]=3)[NH:36][CH:35]=[CH:34]4)=[C:3]([C:16]([N:18]3[CH2:23][CH2:22][CH:21]([C:24]4[CH:29]=[CH:28][CH:27]=[CH:26][CH:25]=4)[CH2:20][CH2:19]3)=[O:17])[CH:4]=[N:5][C:6]=12)=[O:12])[CH3:15]. The yield is 0.990. (6) The reactants are [NH2:1][C:2]1[C:3]([NH:13][CH2:14][CH2:15][OH:16])=[C:4]([CH:9]=[CH:10][C:11]=1[Cl:12])[C:5]([O:7][CH3:8])=[O:6].[Cl:17][C:18]1[CH:23]=[C:22]([Cl:24])[CH:21]=[C:20]([CH3:25])[C:19]=1[N:26]=[C:27]=S.Cl.C(N=C=NCCCN(C)C)C.C(N(CC)CC)C. The catalyst is O1CCCC1.O. The product is [Cl:12][C:11]1[C:2]2[N:1]=[C:27]([NH:26][C:19]3[C:20]([CH3:25])=[CH:21][C:22]([Cl:24])=[CH:23][C:18]=3[Cl:17])[N:13]([CH2:14][CH2:15][OH:16])[C:3]=2[C:4]([C:5]([O:7][CH3:8])=[O:6])=[CH:9][CH:10]=1. The yield is 0.300. (7) The reactants are Br[C:2]1[C:3]2[C:4]3[CH:18]=[CH:17][S:16][C:5]=3[C:6](=[O:15])[NH:7][C:8]=2[C:9]([CH3:14])=[CH:10][C:11]=1[O:12][CH3:13].[C:19]([O:23][C:24](=[O:44])[N:25]([CH3:43])[C@@H:26]([C:28]1[CH:33]=[CH:32][C:31](B2OC(C)(C)C(C)(C)O2)=[CH:30][CH:29]=1)[CH3:27])([CH3:22])([CH3:21])[CH3:20]. The product is [CH3:13][O:12][C:11]1[CH:10]=[C:9]([CH3:14])[C:8]2[NH:7][C:6](=[O:15])[C:5]3[S:16][CH:17]=[CH:18][C:4]=3[C:3]=2[C:2]=1[C:31]1[CH:30]=[CH:29][C:28]([C@H:26]([N:25]([CH3:43])[C:24](=[O:44])[O:23][C:19]([CH3:21])([CH3:20])[CH3:22])[CH3:27])=[CH:33][CH:32]=1. The yield is 0.660. No catalyst specified. (8) The reactants are [CH3:1][O:2][C:3]1[CH:12]=[C:11]([C:13]([F:16])([F:15])[F:14])[C:6]([C:7](OC)=[O:8])=[CH:5][N:4]=1.[H-].C([Al+]CC(C)C)C(C)C. The catalyst is C1(C)C=CC=CC=1. The product is [CH3:1][O:2][C:3]1[N:4]=[CH:5][C:6]([CH2:7][OH:8])=[C:11]([C:13]([F:16])([F:14])[F:15])[CH:12]=1. The yield is 0.786. (9) The reactants are [Br:1]N1C(=O)CCC1=O.[O:9]1[C:13]2[CH:14]=[CH:15][C:16]([C:18]3([C:21]([NH:23][C:24]4[CH:25]=[C:26]5[C:30](=[CH:31][CH:32]=4)[NH:29][CH:28]=[CH:27]5)=[O:22])[CH2:20][CH2:19]3)=[CH:17][C:12]=2[O:11][CH2:10]1.O. The catalyst is CN(C)C=O. The product is [O:9]1[C:13]2[CH:14]=[CH:15][C:16]([C:18]3([C:21]([NH:23][C:24]4[CH:25]=[C:26]5[C:30](=[CH:31][CH:32]=4)[NH:29][CH:28]=[C:27]5[Br:1])=[O:22])[CH2:20][CH2:19]3)=[CH:17][C:12]=2[O:11][CH2:10]1. The yield is 0.910. (10) The reactants are C[Si](C)(C)N[Si](C)(C)C.[Li].[C:11]([O:14][C:15]([CH3:18])([CH3:17])[CH3:16])(=[O:13])[CH3:12].[Cl:19][C:20]1[N:25]=[C:24]([NH:26][C:27](=[O:32])[C:28]([CH3:31])([CH3:30])[CH3:29])[C:23]([CH:33]=[O:34])=[CH:22][CH:21]=1.O. The catalyst is C1COCC1.C(OCC)(=O)C.[Cl-].[Na+].O. The product is [C:15]([O:14][C:11](=[O:13])[CH2:12][CH:33]([C:23]1[C:24]([NH:26][C:27](=[O:32])[C:28]([CH3:30])([CH3:29])[CH3:31])=[N:25][C:20]([Cl:19])=[CH:21][CH:22]=1)[OH:34])([CH3:18])([CH3:17])[CH3:16]. The yield is 0.790.